From a dataset of Peptide-MHC class II binding affinity with 134,281 pairs from IEDB. Regression. Given a peptide amino acid sequence and an MHC pseudo amino acid sequence, predict their binding affinity value. This is MHC class II binding data. (1) The peptide sequence is EKKYFAAQQFEPLAA. The MHC is HLA-DQA10101-DQB10501 with pseudo-sequence HLA-DQA10101-DQB10501. The binding affinity (normalized) is 0.472. (2) The peptide sequence is MMLVSVAGRVDGLELK. The MHC is DRB1_1101 with pseudo-sequence DRB1_1101. The binding affinity (normalized) is 0.593. (3) The peptide sequence is CDEFINVPEWSYIVEKA. The MHC is DRB5_0101 with pseudo-sequence DRB5_0101. The binding affinity (normalized) is 0.418. (4) The peptide sequence is VPEDPEDSALLE. The MHC is DRB3_0101 with pseudo-sequence DRB3_0101. The binding affinity (normalized) is 0.